Dataset: Catalyst prediction with 721,799 reactions and 888 catalyst types from USPTO. Task: Predict which catalyst facilitates the given reaction. (1) Reactant: [CH3:1][C:2]1[CH:10]=[CH:9][C:5]([C:6]([OH:8])=O)=[C:4]([NH:11][CH2:12][CH2:13][C:14]([F:17])([F:16])[F:15])[CH:3]=1.CCN=C=NCCCN(C)C.C1C=CC2N(O)N=NC=2C=1.CCN(C(C)C)C(C)C.[CH3:48][C:49]([NH2:53])([C:51]#[CH:52])[CH3:50]. Product: [CH3:1][C:2]1[CH:10]=[CH:9][C:5]([C:6]([NH:53][C:49]([CH3:50])([C:51]#[CH:52])[CH3:48])=[O:8])=[C:4]([NH:11][CH2:12][CH2:13][C:14]([F:17])([F:16])[F:15])[CH:3]=1. The catalyst class is: 2. (2) Reactant: [NH2:1][C:2]1[N:7]=[CH:6][N:5]=[C:4]2[N:8]([C@H:18]3[CH2:23][CH2:22][C@H:21]([N:24]4[CH2:29][CH2:28][N:27]([CH3:30])[CH2:26][CH2:25]4)[CH2:20][CH2:19]3)[N:9]=[C:10]([C:11]3[CH:16]=[CH:15][C:14]([OH:17])=[CH:13][CH:12]=3)[C:3]=12.F[C:32]1[CH:39]=[CH:38][CH:37]=[C:36]([NH:40][CH2:41][CH2:42]OC)[C:33]=1[C:34]#[N:35].[C:45](=[O:48])([O-])[O-].[K+].[K+].[OH-].[Na+].[CH3:53]N(C)C=O. Product: [NH2:1][C:2]1[N:7]=[CH:6][N:5]=[C:4]2[N:8]([C@H:18]3[CH2:23][CH2:22][C@H:21]([N:24]4[CH2:25][CH2:26][N:27]([CH3:30])[CH2:28][CH2:29]4)[CH2:20][CH2:19]3)[N:9]=[C:10]([C:11]3[CH:16]=[CH:15][C:14]([O:17][C:32]4[CH:39]=[CH:38][CH:37]=[C:36]([NH:40][CH2:41][CH2:42][CH2:53][O:48][CH3:45])[C:33]=4[C:34]#[N:35])=[CH:13][CH:12]=3)[C:3]=12. The catalyst class is: 13.